This data is from Reaction yield outcomes from USPTO patents with 853,638 reactions. The task is: Predict the reaction yield, written as a fraction of the theoretical maximum amount of product (1.0 means a 100% yield; for example, 0.34 means a 34% yield). (1) The reactants are [CH:1]1[C:10]2[C:5](=[CH:6][CH:7]=[CH:8][CH:9]=2)[CH:4]=[CH:3][C:2]=1[O:11][C:12]1[CH:30]=[CH:29][C:15]([C:16]([NH:18][C:19]2[CH:28]=[CH:27][CH:26]=[CH:25][C:20]=2[C:21]([O:23][CH3:24])=[O:22])=[O:17])=[CH:14][C:13]=1[N+:31]([O-])=O. The catalyst is C(OCC)(=O)C.[Pd]. The product is [NH2:31][C:13]1[CH:14]=[C:15]([CH:29]=[CH:30][C:12]=1[O:11][C:2]1[CH:3]=[CH:4][C:5]2[C:10](=[CH:9][CH:8]=[CH:7][CH:6]=2)[CH:1]=1)[C:16]([NH:18][C:19]1[CH:28]=[CH:27][CH:26]=[CH:25][C:20]=1[C:21]([O:23][CH3:24])=[O:22])=[O:17]. The yield is 0.610. (2) The reactants are [Cl:1][C:2]1[CH:3]=[C:4]([S:8]([N:11]2[C:15]([C:16]3[CH:21]=[CH:20][CH:19]=[CH:18][CH:17]=3)=[CH:14][C:13]([CH:22]=O)=[C:12]2[CH3:24])(=[O:10])=[O:9])[CH:5]=[CH:6][CH:7]=1.[Cl-].C[NH3+].[C:28]([BH3-])#[N:29].[Na+]. No catalyst specified. The product is [ClH:1].[Cl:1][C:2]1[CH:3]=[C:4]([S:8]([N:11]2[C:15]([C:16]3[CH:21]=[CH:20][CH:19]=[CH:18][CH:17]=3)=[CH:14][C:13]([CH2:22][NH:29][CH3:28])=[C:12]2[CH3:24])(=[O:10])=[O:9])[CH:5]=[CH:6][CH:7]=1. The yield is 0.340. (3) The reactants are C(N(CC)CC)C.Cl[C:9]1[C:14]([N+:15]([O-:17])=[O:16])=[CH:13][CH:12]=[C:11]([Cl:18])[N:10]=1.[Cl:19][C:20]1[CH:21]=[C:22]([NH2:28])[C:23]([O:26][CH3:27])=[N:24][CH:25]=1. The catalyst is C(#N)C. The product is [Cl:18][C:11]1[N:10]=[C:9]([NH:28][C:22]2[C:23]([O:26][CH3:27])=[N:24][CH:25]=[C:20]([Cl:19])[CH:21]=2)[C:14]([N+:15]([O-:17])=[O:16])=[CH:13][CH:12]=1. The yield is 0.300. (4) The reactants are [NH2:1][C:2]1[C:7]([C:8]#N)=[CH:6][CH:5]=[CH:4][N:3]=1.Br[C:11]1[CH:16]=[CH:15][CH:14]=[CH:13][N:12]=1.C(=O)=[O:18].C(#N)C.C([Li])CCC. The catalyst is O1CCCC1. The product is [NH2:1][C:2]1[C:7]([C:8]([C:11]2[CH:16]=[CH:15][CH:14]=[CH:13][N:12]=2)=[O:18])=[CH:6][CH:5]=[CH:4][N:3]=1. The yield is 0.320.